Dataset: Full USPTO retrosynthesis dataset with 1.9M reactions from patents (1976-2016). Task: Predict the reactants needed to synthesize the given product. (1) Given the product [CH2:1]([CH:4]1[O:9][C:8]2[CH:10]=[CH:11][CH:12]=[CH:13][C:7]=2[N:6]([CH2:17][CH2:16][CH2:15][Br:14])[CH2:5]1)[CH2:2][CH3:3], predict the reactants needed to synthesize it. The reactants are: [CH2:1]([CH:4]1[O:9][C:8]2[CH:10]=[CH:11][CH:12]=[CH:13][C:7]=2[NH:6][CH2:5]1)[CH2:2][CH3:3].[Br:14][CH2:15][CH2:16][CH2:17]Br. (2) Given the product [CH3:31][C:7]1[CH:8]=[C:9]([O:12][C:13]2[CH:18]=[CH:17][CH:16]=[C:15]([O:19][C:20]3[CH:25]=[CH:24][C:23]([C:26]([F:28])([F:29])[F:27])=[CH:22][C:21]=3[O:39][C:38]3[CH:33]=[CH:34][CH:35]=[CH:36][CH:37]=3)[CH:14]=2)[CH:10]=[CH:11][C:6]=1[CH2:5][CH2:4][C:3]([OH:2])=[O:32], predict the reactants needed to synthesize it. The reactants are: C[O:2][C:3](=[O:32])[CH2:4][CH2:5][C:6]1[CH:11]=[CH:10][C:9]([O:12][C:13]2[CH:18]=[CH:17][CH:16]=[C:15]([O:19][C:20]3[CH:25]=[CH:24][C:23]([C:26]([F:29])([F:28])[F:27])=[CH:22][C:21]=3Br)[CH:14]=2)=[CH:8][C:7]=1[CH3:31].[C:33]1(C)[C:38]([OH:39])=[CH:37][CH:36]=[CH:35][CH:34]=1. (3) Given the product [CH3:33][C:34]([N:40]1[CH2:48][C:47]2[C:42](=[CH:43][C:44]([C:49]3[CH:54]=[CH:53][C:52]([NH:55][C:56](=[O:68])[C:57]4[CH:58]=[CH:59][C:60]([CH2:63][CH2:64][CH2:65][CH2:66][CH3:67])=[CH:61][CH:62]=4)=[CH:51][CH:50]=3)=[CH:45][CH:46]=2)[C:41]1=[O:69])([CH3:39])[C:35]([OH:37])=[O:36], predict the reactants needed to synthesize it. The reactants are: C(NC1C=CC(C2C=C3C(CN([C@@H](C(C)C)C(O)=O)C3=O)=CC=2)=CC=1)(=O)C1C=CC=CC=1.[CH3:33][C:34]([N:40]1[CH2:48][C:47]2[C:42](=[CH:43][C:44]([C:49]3[CH:54]=[CH:53][C:52]([NH:55][C:56](=[O:68])[C:57]4[CH:62]=[CH:61][C:60]([CH2:63][CH2:64][CH2:65][CH2:66][CH3:67])=[CH:59][CH:58]=4)=[CH:51][CH:50]=3)=[CH:45][CH:46]=2)[C:41]1=[O:69])([CH3:39])[C:35]([O:37]C)=[O:36]. (4) Given the product [CH3:22][O:21][C:9]1[CH:8]=[C:7]([N:6]2[C:4](=[O:5])[C:3]3[CH:23]=[CH:24][C:25]([C:27]4[CH:32]=[CH:31][CH:30]=[CH:29][CH:28]=4)=[CH:26][C:2]=3[N:1]=[N:33]2)[CH:12]=[CH:11][C:10]=1[O:13][CH2:14][CH2:15][N:16]1[CH2:17][CH2:18][CH2:19][CH2:20]1, predict the reactants needed to synthesize it. The reactants are: [NH2:1][C:2]1[CH:26]=[C:25]([C:27]2[CH:32]=[CH:31][CH:30]=[CH:29][CH:28]=2)[CH:24]=[CH:23][C:3]=1[C:4]([NH:6][C:7]1[CH:12]=[CH:11][C:10]([O:13][CH2:14][CH2:15][N:16]2[CH2:20][CH2:19][CH2:18][CH2:17]2)=[C:9]([O:21][CH3:22])[CH:8]=1)=[O:5].[NH2:33]C1C=C(OC2C=CC=CC=2)C=CC=1C(NC1C=CC(OCCN2CCCC2)=C(OC)C=1)=O. (5) Given the product [O:24]([C:10]1[C:11]2[C:12]([NH:17][CH:18]3[CH2:23][CH2:22][O:21][CH2:20][CH2:19]3)=[N:13][CH:14]=[CH:15][C:16]=2[NH:8][N:9]=1)[C:25]1[CH:26]=[CH:27][CH:28]=[CH:29][CH:30]=1, predict the reactants needed to synthesize it. The reactants are: COC1C=CC(C[N:8]2[C:16]3[CH:15]=[CH:14][N:13]=[C:12]([NH:17][CH:18]4[CH2:23][CH2:22][O:21][CH2:20][CH2:19]4)[C:11]=3[C:10]([O:24][C:25]3[CH:30]=[CH:29][CH:28]=[CH:27][CH:26]=3)=[N:9]2)=CC=1.FC(F)(F)S(O)(=O)=O. (6) Given the product [F:1][C:2]1[CH:3]=[C:4]([N:12]2[CH2:16][C@H:15]([CH2:17][N:18]3[CH:22]=[CH:21][N:20]=[N:19]3)[O:14][C:13]2=[O:23])[CH:5]=[CH:6][C:7]=1[C:25]1[S:29][C:28]([C:30]#[N:31])=[N:27][N:26]=1, predict the reactants needed to synthesize it. The reactants are: [F:1][C:2]1[CH:3]=[C:4]([N:12]2[CH2:16][C@H:15]([CH2:17][N:18]3[CH:22]=[CH:21][N:20]=[N:19]3)[O:14][C:13]2=[O:23])[CH:5]=[CH:6][C:7]=1[Sn](C)(C)C.Cl[C:25]1[S:29][C:28]([C:30]#[N:31])=[N:27][N:26]=1.C1([As](C2C=CC=CC=2)C2C=CC=CC=2)C=CC=CC=1. (7) Given the product [NH2:31][C:29]1[CH:28]=[C:27]([NH:32][C:2]2[N:11]=[C:10]([N:12]3[CH2:17][CH2:16][CH2:15][C@@H:14]([NH:18][C:19](=[O:21])[CH3:20])[CH2:13]3)[C:9]3[C:4](=[CH:5][CH:6]=[CH:7][C:8]=3[CH3:22])[N:3]=2)[CH:26]=[C:25]([C:24]([F:23])([F:33])[F:34])[CH:30]=1, predict the reactants needed to synthesize it. The reactants are: Cl[C:2]1[N:11]=[C:10]([N:12]2[CH2:17][CH2:16][CH2:15][C@@H:14]([NH:18][C:19](=[O:21])[CH3:20])[CH2:13]2)[C:9]2[C:4](=[CH:5][CH:6]=[CH:7][C:8]=2[CH3:22])[N:3]=1.[F:23][C:24]([F:34])([F:33])[C:25]1[CH:26]=[C:27]([NH2:32])[CH:28]=[C:29]([NH2:31])[CH:30]=1.